Predict the reactants needed to synthesize the given product. From a dataset of Full USPTO retrosynthesis dataset with 1.9M reactions from patents (1976-2016). (1) Given the product [Br:32][C:33]1[N:38]2[N:39]=[CH:40][N:41]=[C:37]2[C:36]([NH:58][C:55]2[CH:54]=[CH:53][C:52]([N:49]3[CH2:48][CH2:47][N:46]([CH:43]([CH3:45])[CH3:44])[CH2:51][CH2:50]3)=[CH:57][CH:56]=2)=[N:35][CH:34]=1, predict the reactants needed to synthesize it. The reactants are: CN1CCN(C2C=CC(NC3C4N(N=CN=4)C(C4C=C(C(N)=O)SC=4)=CN=3)=CC=2)CC1.[Br:32][C:33]1[N:38]2[N:39]=[CH:40][N:41]=[C:37]2[C:36](Br)=[N:35][CH:34]=1.[CH:43]([N:46]1[CH2:51][CH2:50][N:49]([C:52]2[CH:57]=[CH:56][C:55]([NH2:58])=[CH:54][CH:53]=2)[CH2:48][CH2:47]1)([CH3:45])[CH3:44].C(N(CC)C(C)C)(C)C. (2) Given the product [O:1]1[C:5]2[CH:6]=[CH:7][CH:8]=[CH:9][C:4]=2[N:3]=[C:2]1[CH:10]=[O:16], predict the reactants needed to synthesize it. The reactants are: [O:1]1[C:5]2[CH:6]=[CH:7][CH:8]=[CH:9][C:4]=2[N:3]=[C:2]1[CH:10]=CN(C)C.I([O-])(=O)(=O)=[O:16].[Na+].O. (3) Given the product [F:1][C:2]1[CH:3]=[C:4]([S:9]([CH2:12][C:13]2[CH:18]=[C:17]([N:19]3[CH2:24][CH2:23][O:22][CH2:21][C@@H:20]3[CH3:25])[N:16]=[C:15]([C:26]3[CH:31]=[CH:30][C:29]([NH:32][C:33]([NH:57][CH2:56][CH3:53])=[O:41])=[CH:28][CH:27]=3)[N:14]=2)(=[O:11])=[O:10])[CH:5]=[C:6]([F:8])[CH:7]=1, predict the reactants needed to synthesize it. The reactants are: [F:1][C:2]1[CH:3]=[C:4]([S:9]([CH2:12][C:13]2[CH:18]=[C:17]([N:19]3[CH2:24][CH2:23][O:22][CH2:21][C@@H:20]3[CH3:25])[N:16]=[C:15]([C:26]3[CH:31]=[CH:30][C:29]([NH:32][C:33](=[O:41])OC4C=CC=CC=4)=[CH:28][CH:27]=3)[N:14]=2)(=[O:11])=[O:10])[CH:5]=[C:6]([F:8])[CH:7]=1.FC1C=C(S([C:53]([C:56]2C=C(N3CCOC[C@@H]3C)N=C(C3C=CC(NC(=O)OC4C=CC=CC=4)=CC=3)[N:57]=2)(C)C)(=O)=O)C=C(F)C=1. (4) Given the product [O:30]=[C:8]1[CH:7]=[CH:6][C:5]2[C:10](=[CH:11][C:2]([O:1][CH2:32][CH2:33][CH2:34][O:35][CH:36]3[CH2:41][CH2:40][CH2:39][CH2:38][O:37]3)=[CH:3][N:4]=2)[N:9]1[CH2:12][CH2:13][C:14]12[CH2:19][CH2:18][C:17]([NH:22][C:23](=[O:29])[O:24][C:25]([CH3:27])([CH3:26])[CH3:28])([CH2:20][CH2:21]1)[CH2:16][O:15]2, predict the reactants needed to synthesize it. The reactants are: [OH:1][C:2]1[CH:11]=[C:10]2[C:5]([CH:6]=[CH:7][C:8](=[O:30])[N:9]2[CH2:12][CH2:13][C:14]23[CH2:21][CH2:20][C:17]([NH:22][C:23](=[O:29])[O:24][C:25]([CH3:28])([CH3:27])[CH3:26])([CH2:18][CH2:19]2)[CH2:16][O:15]3)=[N:4][CH:3]=1.Br[CH2:32][CH2:33][CH2:34][O:35][CH:36]1[CH2:41][CH2:40][CH2:39][CH2:38][O:37]1. (5) Given the product [Cl:1][C:2]1[CH:3]=[C:4]([CH:7]=[C:8]([O:10][C:11]2[C:19]3[C:15](=[N:16][N:17]([CH2:28][C:29]4[O:30][C:31]([C:34]5[CH:35]=[CH:36][CH:37]=[CH:38][CH:39]=5)=[N:32][N:33]=4)[N:18]=3)[CH:14]=[CH:13][C:12]=2[Cl:20])[CH:9]=1)[C:5]#[N:6], predict the reactants needed to synthesize it. The reactants are: [Cl:1][C:2]1[CH:3]=[C:4]([CH:7]=[C:8]([O:10][C:11]2[C:19]3[N:18]=[N:17][NH:16][C:15]=3[CH:14]=[CH:13][C:12]=2[Cl:20])[CH:9]=1)[C:5]#[N:6].C(=O)([O-])[O-].[Cs+].[Cs+].Cl[CH2:28][C:29]1[O:30][C:31]([C:34]2[CH:39]=[CH:38][CH:37]=[CH:36][CH:35]=2)=[N:32][N:33]=1. (6) Given the product [ClH:25].[CH3:1][O:2][C:3]1[CH:8]=[CH:7][C:6]([S:9]([N:12]2[C:16]([C:17]3[CH:22]=[CH:21][CH:20]=[CH:19][CH:18]=3)=[CH:15][C:14]([CH2:23][NH:29][CH3:28])=[CH:13]2)(=[O:11])=[O:10])=[CH:5][CH:4]=1, predict the reactants needed to synthesize it. The reactants are: [CH3:1][O:2][C:3]1[CH:8]=[CH:7][C:6]([S:9]([N:12]2[C:16]([C:17]3[CH:22]=[CH:21][CH:20]=[CH:19][CH:18]=3)=[CH:15][C:14]([CH:23]=O)=[CH:13]2)(=[O:11])=[O:10])=[CH:5][CH:4]=1.[Cl-:25].C[NH3+].[C:28]([BH3-])#[N:29].[Na+]. (7) Given the product [ClH:32].[Br:1][C:2]1[CH:7]=[C:6]([CH:8]([CH3:9])[CH3:10])[CH:5]=[CH:4][C:3]=1[C:11]1[CH:12]=[C:13]2[N:21]3[C:16](=[CH:17][C:18]([CH3:22])=[N:19][C:20]=13)[N:15]([CH:23]([CH2:27][CH2:28][CH3:29])[CH2:24][CH2:25][CH3:26])[C:14]2=[N:30][CH3:31], predict the reactants needed to synthesize it. The reactants are: [Br:1][C:2]1[CH:7]=[C:6]([CH:8]([CH3:10])[CH3:9])[CH:5]=[CH:4][C:3]=1[C:11]1[CH:12]=[C:13]2[N:21]3[C:16](=[CH:17][C:18]([CH3:22])=[N:19][C:20]=13)[N:15]([CH:23]([CH2:27][CH2:28][CH3:29])[CH2:24][CH2:25][CH3:26])[C:14]2=[N:30][CH3:31].[ClH:32].C(OCC)(=O)C. (8) Given the product [Cl:1][C:2]1[CH:15]=[CH:14][C:5]([CH2:6][NH:7][C:8](=[O:13])[C:9]([CH3:12])([CH3:11])[CH3:10])=[CH:4][C:3]=1[NH:16][C:17]1[NH:26][C:25]2[CH:24]=[C:23]([N:27]3[CH2:31][CH2:30][CH:29]([C:32]#[N:33])[CH2:28]3)[C:22]([Cl:34])=[CH:21][C:20]=2[N:19]=1, predict the reactants needed to synthesize it. The reactants are: [Cl:1][C:2]1[CH:15]=[CH:14][C:5]([CH2:6][NH:7][C:8](=[O:13])[C:9]([CH3:12])([CH3:11])[CH3:10])=[CH:4][C:3]=1[N:16]=[C:17]=S.[NH2:19][C:20]1[C:25]([NH2:26])=[CH:24][C:23]([N:27]2[CH2:31][CH2:30][CH:29]([C:32]#[N:33])[CH2:28]2)=[C:22]([Cl:34])[CH:21]=1.CC(C)N=C=NC(C)C. (9) Given the product [CH3:41][O:39][C:37]([C:30]1[C:31]([C:33]([F:36])([F:35])[F:34])=[N:32][C:27]([O:8][C:6]2[CH:5]=[CH:4][C:3]([CH:9]([CH3:25])[C:10]([C:16]3[CH:17]=[C:18]([CH3:24])[C:19](=[O:23])[N:20]([CH3:22])[CH:21]=3)([OH:15])[C:11]([F:13])([F:14])[F:12])=[C:2]([Cl:1])[CH:7]=2)=[N:28][CH:29]=1)=[O:38], predict the reactants needed to synthesize it. The reactants are: [Cl:1][C:2]1[CH:7]=[C:6]([OH:8])[CH:5]=[CH:4][C:3]=1[CH:9]([CH3:25])[C:10]([C:16]1[CH:17]=[C:18]([CH3:24])[C:19](=[O:23])[N:20]([CH3:22])[CH:21]=1)([OH:15])[C:11]([F:14])([F:13])[F:12].Cl[C:27]1[N:32]=[C:31]([C:33]([F:36])([F:35])[F:34])[C:30]([C:37]([O-:39])=[O:38])=[CH:29][N:28]=1.N12CCN(CC1)C[CH2:41]2. (10) Given the product [Br:1][C:2]1[CH:3]=[C:4]2[C:9](=[CH:10][CH:11]=1)[C:8](=[O:7])[N:32]([CH2:31][C:30]1[CH:29]=[CH:28][C:27]([S:23](=[O:25])(=[O:26])[NH2:24])=[CH:34][CH:33]=1)[C:6]([C:13]([OH:15])=[O:14])=[C:5]2[C:16]1[CH:21]=[CH:20][CH:19]=[CH:18][CH:17]=1, predict the reactants needed to synthesize it. The reactants are: [Br:1][C:2]1[CH:3]=[C:4]2[C:9](=[CH:10][CH:11]=1)[C:8](=O)[O:7][C:6]([C:13]([OH:15])=[O:14])=[C:5]2[C:16]1[CH:21]=[CH:20][CH:19]=[CH:18][CH:17]=1.Cl.[S:23]([C:27]1[CH:34]=[CH:33][C:30]([CH2:31][NH2:32])=[CH:29][CH:28]=1)(=[O:26])(=[O:25])[NH2:24].